From a dataset of Reaction yield outcomes from USPTO patents with 853,638 reactions. Predict the reaction yield, written as a fraction of the theoretical maximum amount of product (1.0 means a 100% yield; for example, 0.34 means a 34% yield). (1) The reactants are [H-].[Na+].F[C:4]1[CH:5]=[C:6]2[C:11](=[CH:12][C:13]=1[O:14][CH3:15])[N:10]=[C:9]([C:16]1[CH:21]=[CH:20][CH:19]=[C:18]([C:22]([F:25])([F:24])[F:23])[CH:17]=1)[C:8]([CH3:26])=[C:7]2[C:27]([OH:29])=[O:28].[CH3:30][S-:31].[Na+].I[CH3:34]. The catalyst is CS(C)=O.CCOCC. The product is [CH3:26][C:8]1[C:9]([C:16]2[CH:21]=[CH:20][CH:19]=[C:18]([C:22]([F:23])([F:25])[F:24])[CH:17]=2)=[N:10][C:11]2[C:6]([C:7]=1[C:27]([O:29][CH3:34])=[O:28])=[CH:5][C:4]([S:31][CH3:30])=[C:13]([O:14][CH3:15])[CH:12]=2. The yield is 0.820. (2) The reactants are COC([N:5]1[C:13]2[C:8](=[C:9]([NH:14][C:15]([O:17]N3C(=O)CCC3=O)=O)[CH:10]=[CH:11][CH:12]=2)[CH:7]=[N:6]1)=O.[NH2:25][CH:26]1[C:34]2[C:29](=[CH:30][C:31]([C:35]([CH3:39])([CH3:38])[C:36]#[N:37])=[CH:32][CH:33]=2)[CH2:28][CH2:27]1.CCN(C(C)C)C(C)C.CO. The catalyst is CN(C=O)C.O. The product is [C:36]([C:35]([C:31]1[CH:30]=[C:29]2[C:34](=[CH:33][CH:32]=1)[CH:26]([NH:25][C:15]([NH:14][C:9]1[CH:10]=[CH:11][CH:12]=[C:13]3[C:8]=1[CH:7]=[N:6][NH:5]3)=[O:17])[CH2:27][CH2:28]2)([CH3:39])[CH3:38])#[N:37]. The yield is 0.930. (3) The reactants are [CH3:1][C:2]1[CH:3]=[CH:4][C:5]2[O:10][CH2:9][C:8](=[O:11])[NH:7][C:6]=2[CH:12]=1.Br[CH2:14][C@H:15]([CH3:25])[CH2:16][O:17][Si:18]([C:21]([CH3:24])([CH3:23])[CH3:22])([CH3:20])[CH3:19].C([O-])([O-])=O.[Cs+].[Cs+].CN(C=O)C. The catalyst is CCOCC. The product is [Si:18]([O:17][CH2:16][C@@H:15]([CH3:25])[CH2:14][N:7]1[C:6]2[CH:12]=[C:2]([CH3:1])[CH:3]=[CH:4][C:5]=2[O:10][CH2:9][C:8]1=[O:11])([C:21]([CH3:22])([CH3:23])[CH3:24])([CH3:19])[CH3:20]. The yield is 0.880. (4) The reactants are [Cl:1][C:2]1[C:7]([C:8](OCC)=[O:9])=[CH:6][N:5]=[C:4]([S:13][CH3:14])[N:3]=1.[H-].C([Al+]CC(C)C)C(C)C.C1(C)C=CC=CC=1.C(OCC)C. The catalyst is ClCCl.C(OCC)(=O)C. The product is [Cl:1][C:2]1[C:7]([CH2:8][OH:9])=[CH:6][N:5]=[C:4]([S:13][CH3:14])[N:3]=1. The yield is 0.590. (5) The reactants are [O:1]1[C:5]2[C:6]([C:10]([CH3:19])([CH3:18])[CH2:11][C:12](=[O:17])[C:13]([F:16])([F:15])[F:14])=[CH:7][CH:8]=[CH:9][C:4]=2[CH2:3][CH2:2]1.[Cl:20]Cl. The catalyst is C(O)(=O)C. The product is [Cl:20][C:8]1[CH:7]=[C:6]([C:10]([CH3:19])([CH3:18])[CH2:11][C:12](=[O:17])[C:13]([F:15])([F:16])[F:14])[C:5]2[O:1][CH2:2][CH2:3][C:4]=2[CH:9]=1. The yield is 1.00. (6) The yield is 0.640. The reactants are [C:1]([O:5][C:6]([N:8]1[CH2:13][CH:12]=[C:11](OS(C(F)(F)F)(=O)=O)[CH2:10][CH2:9]1)=[O:7])([CH3:4])([CH3:3])[CH3:2].[Br-].[N:23]1[CH:28]=[CH:27][CH:26]=[CH:25][C:24]=1[Zn+]. The product is [C:1]([O:5][C:6]([N:8]1[CH2:13][CH:12]=[C:11]([C:24]2[CH:25]=[CH:26][CH:27]=[CH:28][N:23]=2)[CH2:10][CH2:9]1)=[O:7])([CH3:4])([CH3:3])[CH3:2]. The catalyst is C1COCC1.C1C=CC([P]([Pd]([P](C2C=CC=CC=2)(C2C=CC=CC=2)C2C=CC=CC=2)([P](C2C=CC=CC=2)(C2C=CC=CC=2)C2C=CC=CC=2)[P](C2C=CC=CC=2)(C2C=CC=CC=2)C2C=CC=CC=2)(C2C=CC=CC=2)C2C=CC=CC=2)=CC=1. (7) The reactants are C([S:4][CH:5]1[CH2:8][N:7]([C:9]2[S:10][CH:11]=[C:12]([C:14](=[O:29])[NH:15][C@H:16]([CH2:20][O:21][Si:22]([C:25]([CH3:28])([CH3:27])[CH3:26])([CH3:24])[CH3:23])[CH:17]([CH3:19])[CH3:18])[N:13]=2)[CH2:6]1)(=O)C.C(O)(=O)C.NN.C1(P(O[C:51]2[C@H:52]([CH3:75])[C@H:53]3[C@@H:70]([C@H:71]([OH:73])[CH3:72])[C:69](=[O:74])[N:54]3[C:55]=2[C:56]([O:58][CH2:59][C:60]2[CH:65]=[CH:64][C:63]([N+:66]([O-:68])=[O:67])=[CH:62][CH:61]=2)=[O:57])(C2C=CC=CC=2)=O)C=CC=CC=1.C(N(C(C)C)CC)(C)C.C(=O)([O-])O.[Na+]. The catalyst is CN(C)C=O.C(#N)C.C(OCC)(=O)C. The product is [Si:22]([O:21][CH2:20][C@@H:16]([NH:15][C:14]([C:12]1[N:13]=[C:9]([N:7]2[CH2:8][CH:5]([S:4][C:51]3[C@H:52]([CH3:75])[C@@H:53]4[C@@H:70]([C@H:71]([OH:73])[CH3:72])[C:69](=[O:74])[N:54]4[C:55]=3[C:56]([O:58][CH2:59][C:60]3[CH:61]=[CH:62][C:63]([N+:66]([O-:68])=[O:67])=[CH:64][CH:65]=3)=[O:57])[CH2:6]2)[S:10][CH:11]=1)=[O:29])[CH:17]([CH3:19])[CH3:18])([C:25]([CH3:27])([CH3:28])[CH3:26])([CH3:23])[CH3:24]. The yield is 0.840. (8) The reactants are [NH2:1][C:2]1[S:3][C:4]2[C:10]([C:11]([O:13][CH3:14])=[O:12])=[C:9]([O:15][C:16]3[CH:21]=[CH:20][CH:19]=[C:18]([NH:22][C:23]([C:25]4[CH:30]=[CH:29][CH:28]=[C:27]([C:31]([C:34]#[N:35])([CH3:33])[CH3:32])[CH:26]=4)=[O:24])[CH:17]=3)[CH:8]=[CH:7][C:5]=2[N:6]=1.[CH:36]1([C:39](Cl)=[O:40])[CH2:38][CH2:37]1. The catalyst is N1C=CC=CC=1. The product is [C:34]([C:31]([C:27]1[CH:26]=[C:25]([C:23]([NH:22][C:18]2[CH:17]=[C:16]([CH:21]=[CH:20][CH:19]=2)[O:15][C:9]2[CH:8]=[CH:7][C:5]3[N:6]=[C:2]([NH:1][C:39]([CH:36]4[CH2:38][CH2:37]4)=[O:40])[S:3][C:4]=3[C:10]=2[C:11]([O:13][CH3:14])=[O:12])=[O:24])[CH:30]=[CH:29][CH:28]=1)([CH3:32])[CH3:33])#[N:35]. The yield is 0.680.